This data is from NCI-60 drug combinations with 297,098 pairs across 59 cell lines. The task is: Regression. Given two drug SMILES strings and cell line genomic features, predict the synergy score measuring deviation from expected non-interaction effect. (1) Drug 1: CS(=O)(=O)C1=CC(=C(C=C1)C(=O)NC2=CC(=C(C=C2)Cl)C3=CC=CC=N3)Cl. Drug 2: C1CC(=O)NC(=O)C1N2CC3=C(C2=O)C=CC=C3N. Cell line: EKVX. Synergy scores: CSS=5.88, Synergy_ZIP=-3.50, Synergy_Bliss=-7.98, Synergy_Loewe=-11.5, Synergy_HSA=-6.30. (2) Drug 1: C1C(C(OC1N2C=NC3=C(N=C(N=C32)Cl)N)CO)O. Drug 2: CN(CCCl)CCCl.Cl. Cell line: MDA-MB-435. Synergy scores: CSS=16.1, Synergy_ZIP=-7.90, Synergy_Bliss=1.22, Synergy_Loewe=-13.1, Synergy_HSA=-0.0379. (3) Drug 1: C1=CC(=CC=C1CCC2=CNC3=C2C(=O)NC(=N3)N)C(=O)NC(CCC(=O)O)C(=O)O. Drug 2: C1C(C(OC1N2C=C(C(=O)NC2=O)F)CO)O. Cell line: RXF 393. Synergy scores: CSS=39.6, Synergy_ZIP=5.05, Synergy_Bliss=8.63, Synergy_Loewe=8.68, Synergy_HSA=12.6. (4) Drug 1: C1=C(C(=O)NC(=O)N1)F. Drug 2: COC1=NC(=NC2=C1N=CN2C3C(C(C(O3)CO)O)O)N. Cell line: HOP-62. Synergy scores: CSS=17.6, Synergy_ZIP=0.198, Synergy_Bliss=4.99, Synergy_Loewe=-9.39, Synergy_HSA=2.46. (5) Drug 1: CCN(CC)CCNC(=O)C1=C(NC(=C1C)C=C2C3=C(C=CC(=C3)F)NC2=O)C. Drug 2: C1CC(=O)NC(=O)C1N2C(=O)C3=CC=CC=C3C2=O. Cell line: NCI/ADR-RES. Synergy scores: CSS=0.267, Synergy_ZIP=-2.51, Synergy_Bliss=0.257, Synergy_Loewe=-2.56, Synergy_HSA=-2.75.